Predict which catalyst facilitates the given reaction. From a dataset of Catalyst prediction with 721,799 reactions and 888 catalyst types from USPTO. (1) Reactant: S(=O)(=O)(O)O.[Br:6][C:7]1[C:12]([NH2:13])=[C:11]([C:14]#[N:15])[CH:10]=[C:9]([N+:16]([O-:18])=[O:17])[CH:8]=1.N(OS(=O)(=O)O)=O.[OH:26][CH2:27][CH2:28][CH2:29][CH2:30][N:31]([CH2:51][CH2:52][CH2:53][CH2:54][OH:55])[C:32]1[CH:33]=[C:34]([NH:40][C:41](=[O:50])[CH2:42][CH:43]([CH3:49])[CH2:44][C:45]([CH3:48])([CH3:47])[CH3:46])[CH:35]=[CH:36][C:37]=1[O:38][CH3:39].S(=O)(=O)(O)[NH2:57]. Product: [OH:26][CH2:27][CH2:28][CH2:29][CH2:30][N:31]([CH2:51][CH2:52][CH2:53][CH2:54][OH:55])[C:32]1[C:37]([O:38][CH3:39])=[CH:36][C:35](/[N:57]=[N:13]/[C:12]2[C:11]([C:14]#[N:15])=[CH:10][C:9]([N+:16]([O-:18])=[O:17])=[CH:8][C:7]=2[Br:6])=[C:34]([NH:40][C:41](=[O:50])[CH2:42][CH:43]([CH3:49])[CH2:44][C:45]([CH3:48])([CH3:47])[CH3:46])[CH:33]=1. The catalyst class is: 24. (2) Reactant: C[N:2]([CH:4]=[O:5])C.O=S(Cl)Cl.[Br:10][C:11]1[CH:12]=[C:13]2[C:17](=[CH:18][CH:19]=1)[NH:16][C:15](C(O)=O)=[CH:14]2. Product: [Br:10][C:11]1[CH:12]=[C:13]2[C:17](=[CH:18][CH:19]=1)[NH:16][C:15]([C:4]([NH2:2])=[O:5])=[CH:14]2. The catalyst class is: 28. (3) The catalyst class is: 381. Reactant: C([O:8][C:9]1[CH:14]=[C:13](/[CH:15]=[CH:16]/[C:17]([O:19][CH3:20])=[O:18])[CH:12]=[CH:11][C:10]=1[C:21]1[CH:26]=[CH:25][CH:24]=[C:23]([N:27]([CH3:36])[C:28]([NH:30][CH2:31][CH2:32][CH2:33][CH2:34][CH3:35])=[O:29])[CH:22]=1)C1C=CC=CC=1. Product: [OH:8][C:9]1[CH:14]=[C:13]([CH2:15][CH2:16][C:17]([O:19][CH3:20])=[O:18])[CH:12]=[CH:11][C:10]=1[C:21]1[CH:26]=[CH:25][CH:24]=[C:23]([N:27]([CH3:36])[C:28]([NH:30][CH2:31][CH2:32][CH2:33][CH2:34][CH3:35])=[O:29])[CH:22]=1.